Predict the product of the given reaction. From a dataset of Forward reaction prediction with 1.9M reactions from USPTO patents (1976-2016). (1) Given the reactants [CH3:1][O:2][C:3]1[CH:4]=[C:5]2[C:9](=[CH:10][C:11]=1[O:12][CH3:13])[C:8](=[O:14])[CH:7]([CH2:15][CH:16]1[CH2:21][CH2:20][NH:19][CH2:18][CH2:17]1)[CH2:6]2.[CH2:22](Cl)[C:23]1[CH:28]=[CH:27][CH:26]=[CH:25][CH:24]=1.C(=O)([O-])[O-].[K+].[K+], predict the reaction product. The product is: [CH2:22]([N:19]1[CH2:20][CH2:21][CH:16]([CH2:15][CH:7]2[CH2:6][C:5]3[C:9](=[CH:10][C:11]([O:12][CH3:13])=[C:3]([O:2][CH3:1])[CH:4]=3)[C:8]2=[O:14])[CH2:17][CH2:18]1)[C:23]1[CH:28]=[CH:27][CH:26]=[CH:25][CH:24]=1. (2) Given the reactants [Cl:1][C:2]1[C:3]2[CH:10]=[CH:9][NH:8][C:4]=2[N:5]=[CH:6][N:7]=1.[F:11][C:12]1[CH:17]=[CH:16][C:15](I)=[CH:14][CH:13]=1.C(=O)([O-])[O-].[K+].[K+].[C@@H]1(N)CCCC[C@H]1N, predict the reaction product. The product is: [Cl:1][C:2]1[C:3]2[CH:10]=[CH:9][N:8]([C:15]3[CH:16]=[CH:17][C:12]([F:11])=[CH:13][CH:14]=3)[C:4]=2[N:5]=[CH:6][N:7]=1. (3) Given the reactants [NH2:1][C:2](N)=[S:3].[CH2:5]([O:7][C:8](=[O:19])[C:9]1[CH:14]=[C:13]([CH3:15])[N:12]=[C:11](Cl)[C:10]=1C#N)[CH3:6], predict the reaction product. The product is: [CH2:5]([O:7][C:8](=[O:19])[C:9]1[CH:14]=[C:13]([CH3:15])[N:1]=[C:2]([SH:3])[C:10]=1[C:11]#[N:12])[CH3:6]. (4) Given the reactants BrC1C=CC(O)=C(C2(O)C3C(=CC=CC=3)N(CCCCC)C2=O)C=1.[Cl:25][C:26]1[C:27]([F:49])=[CH:28][C:29]([OH:48])=[C:30]([C:32]2(O)[C:40]3[C:35](=[CH:36][CH:37]=[CH:38][CH:39]=3)[N:34]([CH2:41][CH2:42][CH2:43][CH2:44][CH3:45])[C:33]2=[O:46])[CH:31]=1, predict the reaction product. The product is: [Cl:25][C:26]1[C:27]([F:49])=[CH:28][C:29]([OH:48])=[C:30]([CH:32]2[C:40]3[C:35](=[CH:36][CH:37]=[CH:38][CH:39]=3)[N:34]([CH2:41][CH2:42][CH2:43][CH2:44][CH3:45])[C:33]2=[O:46])[CH:31]=1. (5) The product is: [Br:1][C:2]1[CH:3]=[CH:4][C:5]([F:11])=[C:6]([CH:8]([Br:12])[CH3:9])[CH:7]=1. Given the reactants [Br:1][C:2]1[CH:3]=[CH:4][C:5]([F:11])=[C:6]([CH:8](O)[CH3:9])[CH:7]=1.[Br:12]P(Br)Br.C([O-])(O)=O.[Na+], predict the reaction product.